This data is from Reaction yield outcomes from USPTO patents with 853,638 reactions. The task is: Predict the reaction yield, written as a fraction of the theoretical maximum amount of product (1.0 means a 100% yield; for example, 0.34 means a 34% yield). (1) The reactants are [Cl:1][C:2]1[CH:7]=[CH:6][C:5]([S:8]([NH:11][CH:12]2[CH2:15][CH2:14][CH2:13]2)(=[O:10])=[O:9])=[CH:4][C:3]=1[NH:16][C:17]1[S:18][CH2:19][C:20](=[O:22])[N:21]=1.[N:23]1[C:32]2[C:27](=[CH:28][C:29]([CH:33]=O)=[CH:30][CH:31]=2)[CH:26]=[CH:25][CH:24]=1.N1CCCCC1.Cl. The catalyst is C(O)C. The product is [Cl:1][C:2]1[CH:7]=[CH:6][C:5]([S:8]([NH:11][CH:12]2[CH2:15][CH2:14][CH2:13]2)(=[O:10])=[O:9])=[CH:4][C:3]=1[NH:16][C:17]1[S:18]/[C:19](=[CH:33]\[C:29]2[CH:28]=[C:27]3[C:32](=[CH:31][CH:30]=2)[N:23]=[CH:24][CH:25]=[CH:26]3)/[C:20](=[O:22])[N:21]=1. The yield is 0.250. (2) The reactants are [C:1]([O:5][C:6]([N:8]1[CH2:13][CH2:12][CH2:11][C@@H:10]([C:14](=[O:28])[C:15]2[CH:20]=[CH:19][CH:18]=[CH:17][C:16]=2[O:21][C:22]2[CH:27]=[CH:26][CH:25]=[CH:24][CH:23]=2)[CH2:9]1)=[O:7])([CH3:4])([CH3:3])[CH3:2].[CH3:29][O:30][CH2:31][CH2:32][CH2:33][CH2:34][Mg]Cl. The catalyst is C1COCC1. The product is [OH:28][C@@:14]([C@@H:10]1[CH2:11][CH2:12][CH2:13][N:8]([C:6]([O:5][C:1]([CH3:4])([CH3:2])[CH3:3])=[O:7])[CH2:9]1)([C:15]1[CH:20]=[CH:19][CH:18]=[CH:17][C:16]=1[O:21][C:22]1[CH:23]=[CH:24][CH:25]=[CH:26][CH:27]=1)[CH2:34][CH2:33][CH2:32][CH2:31][O:30][CH3:29]. The yield is 0.260.